From a dataset of M1 muscarinic receptor antagonist screen with 61,756 compounds. Binary Classification. Given a drug SMILES string, predict its activity (active/inactive) in a high-throughput screening assay against a specified biological target. (1) The drug is S(CC(=O)N1CCCCC1)c1n(c(nn1)COc1c(cccc1)C)CC. The result is 0 (inactive). (2) The compound is S(=O)(=O)(N1CCC(CC1)C(=O)Nc1ncccc1)c1c2nonc2ccc1. The result is 0 (inactive). (3) The drug is s1c2c(CCN(C2)C(=O)C)c(c1NC(=O)C1CC1)C(OC)=O. The result is 0 (inactive). (4) The compound is O=c1n(CCCN2CCN(CC2)C)cnc2c1[nH]c1c2cc(cc1)C. The result is 0 (inactive). (5) The drug is Fc1ccc(NC(=O)Nc2ncccc2C)cc1. The result is 0 (inactive).